From a dataset of Reaction yield outcomes from USPTO patents with 853,638 reactions. Predict the reaction yield, written as a fraction of the theoretical maximum amount of product (1.0 means a 100% yield; for example, 0.34 means a 34% yield). (1) The reactants are [Cl:1][C:2]1[C:3](I)=[CH:4][C:5]([N+:9]([O-:11])=[O:10])=[C:6]([CH:8]=1)[NH2:7].[F:13][C:14]1[CH:19]=[CH:18][C:17](B(O)O)=[CH:16][CH:15]=1.O.[O-]P([O-])([O-])=O.[K+].[K+].[K+]. The catalyst is O1CCOCC1.C1C=CC([P]([Pd]([P](C2C=CC=CC=2)(C2C=CC=CC=2)C2C=CC=CC=2)([P](C2C=CC=CC=2)(C2C=CC=CC=2)C2C=CC=CC=2)[P](C2C=CC=CC=2)(C2C=CC=CC=2)C2C=CC=CC=2)(C2C=CC=CC=2)C2C=CC=CC=2)=CC=1. The product is [Cl:1][C:2]1[C:3]([C:17]2[CH:18]=[CH:19][C:14]([F:13])=[CH:15][CH:16]=2)=[CH:4][C:5]([N+:9]([O-:11])=[O:10])=[C:6]([CH:8]=1)[NH2:7]. The yield is 0.910. (2) The product is [CH3:29][NH:31][C:18](=[O:19])[C:17]1[CH:21]=[CH:22][C:14]([C:11]2[S:12][CH:13]=[C:9]([C:7]([N:1]3[CH2:6][CH2:5][CH2:4][CH2:3][CH2:2]3)=[O:8])[CH:10]=2)=[CH:15][CH:16]=1. The yield is 0.170. The reactants are [N:1]1([C:7]([C:9]2[CH:10]=[C:11]([C:14]3[CH:22]=[CH:21][C:17]([C:18](O)=[O:19])=[CH:16][CH:15]=3)[S:12][CH:13]=2)=[O:8])[CH2:6][CH2:5][CH2:4][CH2:3][CH2:2]1.C(Cl)(=O)C(Cl)=O.[CH2:29]([N:31](CC)CC)C.CN.Cl. The catalyst is C(Cl)Cl.CN(C=O)C. (3) The reactants are Br[C:2]1[C:7](=[O:8])[N:6]([CH2:9][C:10]2[CH:15]=[CH:14][C:13]([C:16]3[C:17]([C:22]#[N:23])=[CH:18][CH:19]=[CH:20][CH:21]=3)=[CH:12][CH:11]=2)[C:5]([CH2:24][CH2:25][CH3:26])=[N:4][C:3]=1[CH2:27][CH3:28].[CH2:29]([Sn](CCCC)(CCCC)C=C)[CH2:30]CC.[Cl-].[Li+]. The catalyst is CN(C)C=O.C(OCC)(=O)C.[F-].[K+].Cl[Pd](Cl)([P](C1C=CC=CC=1)(C1C=CC=CC=1)C1C=CC=CC=1)[P](C1C=CC=CC=1)(C1C=CC=CC=1)C1C=CC=CC=1. The product is [CH2:27]([C:3]1[N:4]=[C:5]([CH2:24][CH2:25][CH3:26])[N:6]([CH2:9][C:10]2[CH:15]=[CH:14][C:13]([C:16]3[C:17]([C:22]#[N:23])=[CH:18][CH:19]=[CH:20][CH:21]=3)=[CH:12][CH:11]=2)[C:7](=[O:8])[C:2]=1[CH:29]=[CH2:30])[CH3:28]. The yield is 0.680. (4) The reactants are O.[OH-].[Li+].[NH2:4][C:5]([C:7]1[N:12]=[C:11]([C:13]2[CH:18]=[CH:17][C:16]([C@H:19]3[CH2:24][CH2:23][C@H:22]([C:25]([O:27]C)=[O:26])[CH2:21][CH2:20]3)=[CH:15][CH:14]=2)[C:10]([CH3:29])=[N:9][CH:8]=1)=[O:6]. The catalyst is CO.C1COCC1.O. The product is [NH2:4][C:5]([C:7]1[N:12]=[C:11]([C:13]2[CH:14]=[CH:15][C:16]([C@H:19]3[CH2:20][CH2:21][C@H:22]([C:25]([OH:27])=[O:26])[CH2:23][CH2:24]3)=[CH:17][CH:18]=2)[C:10]([CH3:29])=[N:9][CH:8]=1)=[O:6]. The yield is 0.0900. (5) The reactants are [N:1]1([C:6]2[N:11]=[CH:10][C:9]([CH2:12][N:13]3[CH:17]=[C:16]([C:18]([OH:20])=O)[C:15]([C:21]([F:24])([F:23])[F:22])=[N:14]3)=[CH:8][CH:7]=2)[CH2:5][CH2:4][CH2:3][CH2:2]1.[NH2:25][CH2:26][C:27]1[CH:28]=[C:29]2[C:34](=[CH:35][CH:36]=1)[C:33]([NH2:37])=[N:32][CH:31]=[CH:30]2.Cl.C1C=CC2N(O)N=NC=2C=1.C(N(CC)CC)C.CCN=C=NCCCN(C)C.Cl. The catalyst is C(Cl)Cl.CN(C=O)C.C(Cl)(Cl)Cl.C(O)(C)C.CO. The product is [NH2:37][C:33]1[C:34]2[C:29](=[CH:28][C:27]([CH2:26][NH:25][C:18]([C:16]3[C:15]([C:21]([F:23])([F:22])[F:24])=[N:14][N:13]([CH2:12][C:9]4[CH:10]=[N:11][C:6]([N:1]5[CH2:5][CH2:4][CH2:3][CH2:2]5)=[CH:7][CH:8]=4)[CH:17]=3)=[O:20])=[CH:36][CH:35]=2)[CH:30]=[CH:31][N:32]=1. The yield is 0.480. (6) The reactants are [OH-].[K+].[CH3:3][C:4]1([CH3:30])[CH2:8][O:7][C:6]([C:9]2[CH:14]=[CH:13][C:12]([C:15]([OH:29])([C:23]3[CH:28]=[CH:27][CH:26]=[CH:25][CH:24]=3)[C:16]3[CH:17]=[C:18]([OH:22])[CH:19]=[CH:20][CH:21]=3)=[CH:11][CH:10]=2)=[N:5]1.[C:31]([O:35][C:36](=[O:42])[NH:37][CH2:38][CH2:39][CH2:40]Br)([CH3:34])([CH3:33])[CH3:32]. The catalyst is CS(C)=O. The product is [C:31]([O:35][C:36](=[O:42])[NH:37][CH2:38][CH2:39][CH2:40][O:22][C:18]1[CH:19]=[CH:20][CH:21]=[C:16]([C:15]([C:12]2[CH:11]=[CH:10][C:9]([C:6]3[O:7][CH2:8][C:4]([CH3:30])([CH3:3])[N:5]=3)=[CH:14][CH:13]=2)([OH:29])[C:23]2[CH:24]=[CH:25][CH:26]=[CH:27][CH:28]=2)[CH:17]=1)([CH3:34])([CH3:33])[CH3:32]. The yield is 1.00. (7) The reactants are [CH2:1]([O:3][C@H:4]1[CH2:9][CH2:8][C@H:7]([N:10]2[CH2:15][CH2:14][CH:13]([NH:16][C:17]3[CH:22]=[C:21]([CH3:23])[CH:20]=[CH:19][C:18]=3[N+:24]([O-])=O)[CH2:12][CH2:11]2)[CH2:6][CH2:5]1)[CH3:2].O.NN. The catalyst is C(O)C.[Ni]. The product is [NH2:24][C:18]1[CH:19]=[CH:20][C:21]([CH3:23])=[CH:22][C:17]=1[NH:16][CH:13]1[CH2:12][CH2:11][N:10]([C@H:7]2[CH2:8][CH2:9][C@H:4]([O:3][CH2:1][CH3:2])[CH2:5][CH2:6]2)[CH2:15][CH2:14]1. The yield is 1.00.